This data is from Catalyst prediction with 721,799 reactions and 888 catalyst types from USPTO. The task is: Predict which catalyst facilitates the given reaction. (1) Reactant: C[O:2][C:3](=O)[C:4]1[CH:9]=[CH:8][C:7]([N+:10]([O-:12])=[O:11])=[CH:6][C:5]=1F.O.[NH2:16][NH2:17]. Product: [N+:10]([C:7]1[CH:6]=[C:5]2[C:4]([C:3]([OH:2])=[N:16][NH:17]2)=[CH:9][CH:8]=1)([O-:12])=[O:11]. The catalyst class is: 8. (2) Reactant: [CH2:1]([O:3][C:4](=[O:17])[CH2:5][N:6]1[C:14]2[C:9](=[CH:10][C:11]([F:15])=[CH:12][CH:13]=2)[CH:8]=[C:7]1[CH3:16])[CH3:2].[CH3:18][S:19][CH2:20][CH2:21][SH:22].II.[I-].[K+]. Product: [CH2:1]([O:3][C:4](=[O:17])[CH2:5][N:6]1[C:14]2[C:9](=[CH:10][C:11]([F:15])=[CH:12][CH:13]=2)[C:8]([S:22][CH2:21][CH2:20][S:19][CH3:18])=[C:7]1[CH3:16])[CH3:2]. The catalyst class is: 315. (3) Reactant: [CH3:1][N:2]([CH3:6])[CH2:3][CH2:4][OH:5].C[Si]([N-][Si](C)(C)C)(C)C.[Li+].[Br:17][C:18]1[C:19](F)=[N:20][CH:21]=[C:22]([CH:27]=1)[C:23]([O:25][CH3:26])=[O:24].[NH4+].[Cl-]. Product: [CH3:26][O:25][C:23](=[O:24])[C:22]1[CH:27]=[C:18]([Br:17])[C:19]([O:5][CH2:4][CH2:3][N:2]([CH3:6])[CH3:1])=[N:20][CH:21]=1. The catalyst class is: 266. (4) Reactant: [C:1]([O:4][CH2:5][C:6]1[N:7]([CH2:28][C:29]([OH:32])([CH3:31])[CH3:30])[C:8]2[C:17]3[CH:16]=[CH:15][C:14]([O:18][CH2:19][C:20]4[CH:25]=[CH:24][CH:23]=[CH:22][CH:21]=4)=[CH:13][C:12]=3[N+:11]([O-])=[CH:10][C:9]=2[N:27]=1)(=[O:3])[CH3:2].[OH-].[NH4+:34].C1(C)C=CC(S(Cl)(=O)=O)=CC=1. Product: [C:1]([O:4][CH2:5][C:6]1[N:7]([CH2:28][C:29]([OH:32])([CH3:31])[CH3:30])[C:8]2[C:17]3[CH:16]=[CH:15][C:14]([O:18][CH2:19][C:20]4[CH:25]=[CH:24][CH:23]=[CH:22][CH:21]=4)=[CH:13][C:12]=3[N:11]=[C:10]([NH2:34])[C:9]=2[N:27]=1)(=[O:3])[CH3:2]. The catalyst class is: 4. (5) Reactant: [Cl:1][C:2]1[CH:7]=[CH:6][C:5]([CH:8]([CH2:22][CH3:23])[C:9]([NH:11][NH:12][C:13](=[O:21])[C:14]2[CH:19]=[CH:18][CH:17]=[CH:16][C:15]=2[NH2:20])=[O:10])=[CH:4][CH:3]=1.[K+].C(O[C:28]([S-])=[S:29])C. Product: [Cl:1][C:2]1[CH:3]=[CH:4][C:5]([CH:8]([CH2:22][CH3:23])[C:9]([NH:11][N:12]2[C:13](=[O:21])[C:14]3[C:15](=[CH:16][CH:17]=[CH:18][CH:19]=3)[N:20]=[C:28]2[SH:29])=[O:10])=[CH:6][CH:7]=1. The catalyst class is: 8.